Dataset: Forward reaction prediction with 1.9M reactions from USPTO patents (1976-2016). Task: Predict the product of the given reaction. (1) Given the reactants [Al+3].[Cl-].[Cl-].[Cl-].[CH:5]1([C:9]([OH:11])=O)[CH2:8][CH2:7][CH2:6]1.[C:12]1([O:18][CH3:19])[CH:17]=[CH:16][CH:15]=[CH:14][CH:13]=1, predict the reaction product. The product is: [CH:5]1([C:9]([C:15]2[CH:16]=[CH:17][C:12]([O:18][CH3:19])=[CH:13][CH:14]=2)=[O:11])[CH2:6][CH2:7][CH2:8]1. (2) Given the reactants [CH2:1]([O:8][C:9]1[CH:14]=[CH:13][C:12]([CH2:15][C@H:16]([NH:28][C:29]([O:31][C:32]([CH3:35])([CH3:34])[CH3:33])=[O:30])[C:17]([O:19][C@@H:20]2[CH:25]3[CH2:26][CH2:27][N:22]([CH2:23][CH2:24]3)[CH2:21]2)=[O:18])=[CH:11][CH:10]=1)[C:2]1[CH:7]=[CH:6][CH:5]=[CH:4][CH:3]=1.[Br:36][CH2:37][C:38]([C:40]1[CH:45]=[CH:44][CH:43]=[CH:42][CH:41]=1)=[O:39], predict the reaction product. The product is: [Br-:36].[CH2:1]([O:8][C:9]1[CH:10]=[CH:11][C:12]([CH2:15][C@H:16]([NH:28][C:29]([O:31][C:32]([CH3:35])([CH3:34])[CH3:33])=[O:30])[C:17]([O:19][C@@H:20]2[CH:25]3[CH2:24][CH2:23][N+:22]([CH2:37][C:38](=[O:39])[C:40]4[CH:45]=[CH:44][CH:43]=[CH:42][CH:41]=4)([CH2:27][CH2:26]3)[CH2:21]2)=[O:18])=[CH:13][CH:14]=1)[C:2]1[CH:7]=[CH:6][CH:5]=[CH:4][CH:3]=1. (3) Given the reactants C([O:4][C@@H:5]1[CH2:22][C@@:20]2([CH3:21])[C@@H:16]([CH2:17][CH2:18][C:19]2=[O:23])[C@H:15]2[C@H:6]1[C@@H:7]1[C:12]([CH2:13][C@H:14]2[CH2:24][CH2:25][CH2:26][CH2:27][CH2:28][CH2:29][CH2:30][CH2:31][CH2:32][Cl:33])=[CH:11][C:10](=[O:34])[CH2:9][CH2:8]1)(=O)C.[OH-].[K+], predict the reaction product. The product is: [Cl:33][CH2:32][CH2:31][CH2:30][CH2:29][CH2:28][CH2:27][CH2:26][CH2:25][CH2:24][C@@H:14]1[CH2:13][C:12]2[C@H:7]([CH2:8][CH2:9][C:10](=[O:34])[CH:11]=2)[C@@H:6]2[C@@H:15]1[C@H:16]1[C@@:20]([CH2:22][C@H:5]2[OH:4])([CH3:21])[C:19](=[O:23])[CH2:18][CH2:17]1.